From a dataset of Full USPTO retrosynthesis dataset with 1.9M reactions from patents (1976-2016). Predict the reactants needed to synthesize the given product. (1) Given the product [CH3:12][C:9]1[CH:8]=[CH:7][C:6]2[C:11](=[C:2]([NH:23][C:24]3[N:25]=[C:26]([CH3:29])[S:27][CH:28]=3)[N:3]=[CH:4][C:5]=2[C:17]2[S:21][N:20]=[C:19]([CH3:22])[N:18]=2)[N:10]=1, predict the reactants needed to synthesize it. The reactants are: Cl[C:2]1[C:11]2[N:10]=[C:9]([CH3:12])[CH:8]=[CH:7][C:6]=2[C:5](B(O)O)=[CH:4][N:3]=1.Br[C:17]1[S:21][N:20]=[C:19]([CH3:22])[N:18]=1.[NH2:23][C:24]1[N:25]=[C:26]([CH3:29])[S:27][CH:28]=1. (2) Given the product [Cl:1][C:2]1[CH:11]=[C:10]([O:12][CH3:13])[C:9]([N:14]2[CH:18]=[CH:17][CH:16]=[N:15]2)=[CH:8][C:3]=1[C:4]([NH2:19])=[O:5], predict the reactants needed to synthesize it. The reactants are: [Cl:1][C:2]1[CH:11]=[C:10]([O:12][CH3:13])[C:9]([N:14]2[CH:18]=[CH:17][CH:16]=[N:15]2)=[CH:8][C:3]=1[C:4](OC)=[O:5].[NH3:19]. (3) Given the product [F:15][C:12]1[CH:11]=[CH:10][C:9]([CH:7]2[CH2:8][CH:6]2[C:4]([OH:5])=[O:3])=[CH:14][CH:13]=1, predict the reactants needed to synthesize it. The reactants are: C([O:3][C:4]([CH:6]1[CH2:8][CH:7]1[C:9]1[CH:14]=[CH:13][C:12]([F:15])=[CH:11][CH:10]=1)=[O:5])C.O.[Li].CO.Cl.